Predict the product of the given reaction. From a dataset of Forward reaction prediction with 1.9M reactions from USPTO patents (1976-2016). (1) The product is: [Br:1][C:2]1[CH:10]=[CH:9][C:8]([Cl:11])=[CH:7][C:3]=1[C:4]([O:6][CH2:12][CH3:13])=[O:5]. Given the reactants [Br:1][C:2]1[CH:10]=[CH:9][C:8]([Cl:11])=[CH:7][C:3]=1[C:4]([OH:6])=[O:5].[CH2:12](O)[CH3:13], predict the reaction product. (2) Given the reactants [C:1]([O:5][C:6](=[O:30])[NH:7][C@H:8]1[CH2:13][C@@H:12]([C:14]2[CH:19]=[CH:18][CH:17]=[CH:16][CH:15]=2)[C@@H:11]([CH3:20])[NH:10][C:9]1=[N:21][CH2:22][CH:23](O)[CH2:24][C:25]([F:28])([F:27])[F:26])([CH3:4])([CH3:3])[CH3:2].[Cr](O[Cr]([O-])(=O)=O)([O-])(=O)=O.[NH+]1C=CC=CC=1.[NH+]1C=CC=CC=1.C(=O)(O)[O-].[Na+].O, predict the reaction product. The product is: [C:1]([O:5][C:6](=[O:30])[NH:7][C@H:8]1[CH2:13][C@@H:12]([C:14]2[CH:19]=[CH:18][CH:17]=[CH:16][CH:15]=2)[C@@H:11]([CH3:20])[N:10]2[C:23]([CH2:24][C:25]([F:28])([F:27])[F:26])=[CH:22][N:21]=[C:9]12)([CH3:4])([CH3:3])[CH3:2]. (3) Given the reactants [Cl:1][C:2]1[CH:3]=[N:4][CH:5]=[C:6]([Cl:20])[C:7]=1[S:8][C:9]1[S:13][C:12]([C:14](Cl)=[O:15])=[CH:11][C:10]=1[N+:17]([O-:19])=[O:18].[CH3:21][N:22]([CH3:31])[C:23]1[CH:24]=[C:25]([CH:28]=[CH:29][CH:30]=1)[CH2:26][NH2:27], predict the reaction product. The product is: [Cl:1][C:2]1[CH:3]=[N:4][CH:5]=[C:6]([Cl:20])[C:7]=1[S:8][C:9]1[S:13][C:12]([C:14]([NH:27][CH2:26][C:25]2[CH:28]=[CH:29][CH:30]=[C:23]([N:22]([CH3:31])[CH3:21])[CH:24]=2)=[O:15])=[CH:11][C:10]=1[N+:17]([O-:19])=[O:18]. (4) The product is: [F:1][C:2]1[CH:3]=[CH:4][C:5]([O:41][CH3:42])=[C:6]([C:8]2[CH:13]=[CH:12][N:11]=[C:10]3[NH:14][C:15]([C:17]4([OH:30])[CH2:22][CH2:21][N:20]([C:23]([O:25][C:26]([CH3:28])([CH3:29])[CH3:27])=[O:24])[CH2:19][CH2:18]4)=[CH:16][C:9]=23)[CH:7]=1. Given the reactants [F:1][C:2]1[CH:3]=[CH:4][C:5]([O:41][CH3:42])=[C:6]([C:8]2[CH:13]=[CH:12][N:11]=[C:10]3[N:14](S(C4C=CC(C)=CC=4)(=O)=O)[C:15]([C:17]4([OH:30])[CH2:22][CH2:21][N:20]([C:23]([O:25][C:26]([CH3:29])([CH3:28])[CH3:27])=[O:24])[CH2:19][CH2:18]4)=[CH:16][C:9]=23)[CH:7]=1.[OH-].[Na+].O, predict the reaction product.